Regression. Given two drug SMILES strings and cell line genomic features, predict the synergy score measuring deviation from expected non-interaction effect. From a dataset of NCI-60 drug combinations with 297,098 pairs across 59 cell lines. (1) Drug 1: CC12CCC(CC1=CCC3C2CCC4(C3CC=C4C5=CN=CC=C5)C)O. Drug 2: CC1C(C(CC(O1)OC2CC(OC(C2O)C)OC3=CC4=CC5=C(C(=O)C(C(C5)C(C(=O)C(C(C)O)O)OC)OC6CC(C(C(O6)C)O)OC7CC(C(C(O7)C)O)OC8CC(C(C(O8)C)O)(C)O)C(=C4C(=C3C)O)O)O)O. Cell line: KM12. Synergy scores: CSS=17.5, Synergy_ZIP=27.2, Synergy_Bliss=30.9, Synergy_Loewe=28.7, Synergy_HSA=28.8. (2) Drug 1: C1=C(C(=O)NC(=O)N1)F. Drug 2: B(C(CC(C)C)NC(=O)C(CC1=CC=CC=C1)NC(=O)C2=NC=CN=C2)(O)O. Cell line: SR. Synergy scores: CSS=35.7, Synergy_ZIP=-8.68, Synergy_Bliss=-17.5, Synergy_Loewe=-18.1, Synergy_HSA=-15.0. (3) Drug 1: CN(C)C1=NC(=NC(=N1)N(C)C)N(C)C. Synergy scores: CSS=-0.723, Synergy_ZIP=-1.85, Synergy_Bliss=-1.02, Synergy_Loewe=-11.9, Synergy_HSA=-4.92. Cell line: T-47D. Drug 2: C1CC(C1)(C(=O)O)C(=O)O.[NH2-].[NH2-].[Pt+2].